From a dataset of Reaction yield outcomes from USPTO patents with 853,638 reactions. Predict the reaction yield, written as a fraction of the theoretical maximum amount of product (1.0 means a 100% yield; for example, 0.34 means a 34% yield). (1) The product is [Cl:20][C:21]1[N:26]=[C:25]([C:27]([N:11]2[CH2:6][CH2:7][CH2:8][C:10]2([CH3:9])[CH3:12])=[O:29])[CH:24]=[CH:23][C:22]=1[O:30][CH2:31][CH:32]1[CH2:34][CH2:33]1. The catalyst is CN(C=O)C.C(OCC)(=O)C. The yield is 0.310. The reactants are C1(CO[C:6]2[N:11]=[C:10]([C:12](O)=O)[CH:9]=[CH:8][C:7]=2OC(F)(F)F)CC1.[Cl:20][C:21]1[N:26]=[C:25]([C:27]([OH:29])=O)[CH:24]=[CH:23][C:22]=1[O:30][CH2:31][CH:32]1[CH2:34][CH2:33]1.CN(C(ON1N=NC2C=CC=CC1=2)=[N+](C)C)C.[B-](F)(F)(F)F.CCN(C(C)C)C(C)C.CC1(C)CCCN1.[OH-].[Na+]. (2) The reactants are C([O:3][CH2:4][CH2:5][O:6][NH:7][C:8]([C:10]1[CH:15]=[CH:14][N:13]2[CH:16]=[N:17][CH:18]=[C:12]2[C:11]=1[NH:19][C:20]1[CH:25]=[CH:24][C:23]([CH:26]2[CH2:28][CH2:27]2)=[CH:22][C:21]=1[F:29])=[O:9])=C. The catalyst is CO.ClCCl. The product is [OH:3][CH2:4][CH2:5][O:6][NH:7][C:8]([C:10]1[CH:15]=[CH:14][N:13]2[CH:16]=[N:17][CH:18]=[C:12]2[C:11]=1[NH:19][C:20]1[CH:25]=[CH:24][C:23]([CH:26]2[CH2:28][CH2:27]2)=[CH:22][C:21]=1[F:29])=[O:9]. The yield is 0.710. (3) The reactants are [F:1][C:2]1[CH:7]=[CH:6][C:5]([CH:8]2[C:16]3[C:11](=[CH:12][C:13]([CH:17]=O)=[CH:14][CH:15]=3)[CH2:10][O:9]2)=[CH:4][CH:3]=1.C(N(CC)CC)C.Cl.[NH2:27][OH:28].O. The catalyst is C1(C)C=CC=CC=1. The product is [F:1][C:2]1[CH:7]=[CH:6][C:5]([CH:8]2[C:16]3[C:11](=[CH:12][C:13]([CH:17]=[N:27][OH:28])=[CH:14][CH:15]=3)[CH2:10][O:9]2)=[CH:4][CH:3]=1. The yield is 0.792.